From a dataset of Catalyst prediction with 721,799 reactions and 888 catalyst types from USPTO. Predict which catalyst facilitates the given reaction. (1) Reactant: C(C1CN([O:14][CH2:15][C:16]2[CH:39]=[CH:38][C:19]([O:20][CH2:21][C:22]3[N:23]=[C:24]([C:28]4[CH:29]=[C:30]([CH:35]=[CH:36][CH:37]=4)[C:31]([O:33][CH3:34])=[O:32])[O:25][C:26]=3[CH3:27])=[C:18]([O:40][CH3:41])[CH:17]=2)N(C2C=CC=CC=2)C=1)=O.[CH2:42]([P:51](=[O:58])([O:55][CH2:56][CH3:57])[O:52][CH2:53][CH3:54])P(=O)(OCC)OCC.[CH3:59][N:60]([CH3:63])C=O.[H-].[Na+]. Product: [CH2:56]([O:55][P:51](/[CH:42]=[CH:27]/[C:26]1[C:22]([O:14][CH2:15][C:16]2[CH:39]=[CH:38][C:19]([O:20][CH2:21][C:22]3[N:23]=[C:24]([C:28]4[CH:29]=[C:30]([CH:35]=[CH:36][CH:37]=4)[C:31]([O:33][CH3:34])=[O:32])[O:25][C:26]=3[CH3:27])=[C:18]([O:40][CH3:41])[CH:17]=2)=[N:23][N:60]([C:63]2[CH:38]=[CH:39][CH:16]=[CH:17][CH:18]=2)[CH:59]=1)([O:52][CH2:53][CH3:54])=[O:58])[CH3:57]. The catalyst class is: 6. (2) Reactant: [CH:1]1([NH:4][C:5](=[O:40])[C:6]2[CH:11]=[CH:10][C:9]([CH3:12])=[C:8]([C:13]3[CH:21]=[C:20]4[C:16]([C:17]([S:30]([C:33]5[CH:38]=[CH:37][C:36]([F:39])=[CH:35][CH:34]=5)(=[O:32])=[O:31])=[N:18][N:19]4COCC[Si](C)(C)C)=[CH:15][CH:14]=3)[CH:7]=2)[CH2:3][CH2:2]1.Cl. Product: [CH:1]1([NH:4][C:5](=[O:40])[C:6]2[CH:11]=[CH:10][C:9]([CH3:12])=[C:8]([C:13]3[CH:21]=[C:20]4[C:16]([C:17]([S:30]([C:33]5[CH:34]=[CH:35][C:36]([F:39])=[CH:37][CH:38]=5)(=[O:32])=[O:31])=[N:18][NH:19]4)=[CH:15][CH:14]=3)[CH:7]=2)[CH2:2][CH2:3]1. The catalyst class is: 5. (3) Reactant: C(NC(C)C)(C)C.C([Li])CCC.[C:13]([O:16][CH3:17])(=[O:15])[CH3:14].[F:18][CH:19]([F:35])[O:20][C:21]1[CH:34]=[CH:33][C:24](/[CH:25]=[N:26]/[S@:27]([C:29]([CH3:32])([CH3:31])[CH3:30])=[O:28])=[CH:23][CH:22]=1. Product: [F:35][CH:19]([F:18])[O:20][C:21]1[CH:22]=[CH:23][C:24]([C@H:25]([NH:26][S@:27]([C:29]([CH3:31])([CH3:30])[CH3:32])=[O:28])[CH2:14][C:13]([O:16][CH3:17])=[O:15])=[CH:33][CH:34]=1. The catalyst class is: 1. (4) Reactant: [CH3:1][O:2][C:3]1[CH:8]=[CH:7][N:6]=[C:5]([NH2:9])[CH:4]=1.[Al](Cl)(C)C.[CH3:14][N:15]([CH3:42])[S:16]([C:19]1[CH:40]=[CH:39][C:22]([O:23][C:24]2[C:29]3[CH:30]=[C:31]([CH3:33])[O:32][C:28]=3[CH:27]=[C:26]([C:34](OCC)=[O:35])[CH:25]=2)=[CH:21][C:20]=1[F:41])(=[O:18])=[O:17]. Product: [CH3:42][N:15]([CH3:14])[S:16]([C:19]1[CH:40]=[CH:39][C:22]([O:23][C:24]2[C:29]3[CH:30]=[C:31]([CH3:33])[O:32][C:28]=3[CH:27]=[C:26]([C:34]([NH:9][C:5]3[CH:4]=[C:3]([O:2][CH3:1])[CH:8]=[CH:7][N:6]=3)=[O:35])[CH:25]=2)=[CH:21][C:20]=1[F:41])(=[O:17])=[O:18]. The catalyst class is: 279. (5) Reactant: [F:1][C:2]1[CH:10]=[CH:9][C:5](C(O)=O)=[CH:4][C:3]=1O.Cl[CH2:13][CH:14]1[CH2:16][CH2:15]1.[C:17](=[O:20])([O-])[O-].[K+].[K+].[I-].[K+].C[N:26]([CH:28]=O)C. Product: [CH:16]1([CH2:15][O:20][C:17]2[CH:9]=[C:5]([CH:28]([C:5]3[CH:4]=[CH:3][C:2]([F:1])=[CH:10][CH:9]=3)[NH2:26])[CH:4]=[CH:3][C:2]=2[F:1])[CH2:14][CH2:13]1. The catalyst class is: 6. (6) Reactant: [OH-].[Na+].[CH2:3]([O:5][C:6](=[O:13])[CH2:7][C:8](=[O:12])[CH:9]([CH3:11])[CH3:10])[CH3:4].Cl[CH:15](OCC)[CH2:16]Cl. Product: [CH2:3]([O:5][C:6]([C:7]1[CH:16]=[CH:15][O:12][C:8]=1[CH:9]([CH3:10])[CH3:11])=[O:13])[CH3:4]. The catalyst class is: 581.